Dataset: Catalyst prediction with 721,799 reactions and 888 catalyst types from USPTO. Task: Predict which catalyst facilitates the given reaction. (1) Reactant: [CH2:1]([OH:12])[CH:2]([OH:11])[CH2:3][CH2:4][CH2:5][CH2:6][CH2:7][CH2:8][CH2:9][CH3:10].[CH2:13]([C:15]1[CH:20]=[CH:19][C:18](S(O)(=O)=O)=[CH:17][CH:16]=1)[CH3:14].C(O[C:28]([O:35][CH2:36][CH3:37])([O:32]CC)OCC)C. Product: [CH2:3]([CH:2]1[CH2:1][O:12][C:28]2([O:32][CH2:37][CH:36]([CH2:16][CH2:17][CH2:18][CH2:19][CH2:20][CH2:15][CH2:13][CH3:14])[O:35]2)[O:11]1)[CH2:4][CH2:5][CH2:6][CH2:7][CH2:8][CH2:9][CH3:10]. The catalyst class is: 11. (2) Reactant: Br[C:2]1[CH:7]=[CH:6][C:5]([C:8]2[CH:25]=[CH:24][C:23]3[C:22]4[C:17](=[CH:18][CH:19]=[CH:20][CH:21]=4)[C:16]4[C:11](=[CH:12][CH:13]=[CH:14][CH:15]=4)[C:10]=3[CH:9]=2)=[CH:4][CH:3]=1.[CH:26](/B(O)O)=[CH:27]\[C:28]1[CH:33]=[CH:32][CH:31]=[CH:30][CH:29]=1.C(=O)([O-])[O-].[K+].[K+]. Product: [CH:26](/[C:2]1[CH:3]=[CH:4][C:5]([C:8]2[CH:25]=[CH:24][C:23]3[C:22]4[C:17](=[CH:18][CH:19]=[CH:20][CH:21]=4)[C:16]4[C:11](=[CH:12][CH:13]=[CH:14][CH:15]=4)[C:10]=3[CH:9]=2)=[CH:6][CH:7]=1)=[CH:27]\[C:28]1[CH:33]=[CH:32][CH:31]=[CH:30][CH:29]=1. The catalyst class is: 206. (3) Product: [ClH:31].[ClH:31].[NH2:8][C@@H:7]1[CH2:6][CH2:5][N:4]([CH2:16][CH2:17][N:18]2[C:27]3[C:22](=[N:23][CH:24]=[C:25]([O:28][CH3:29])[CH:26]=3)[CH:21]=[CH:20][C:19]2=[O:30])[CH2:3][C@@H:2]1[OH:1]. The catalyst class is: 135. Reactant: [OH:1][C@@H:2]1[C@H:7]([NH:8]C(=O)OC(C)(C)C)[CH2:6][CH2:5][N:4]([CH2:16][CH2:17][N:18]2[C:27]3[C:22](=[N:23][CH:24]=[C:25]([O:28][CH3:29])[CH:26]=3)[CH:21]=[CH:20][C:19]2=[O:30])[CH2:3]1.[ClH:31]. (4) The catalyst class is: 11. Reactant: [F:1][C:2]([F:16])([F:15])[C:3]1[CH:10]=[C:9]([C:11]([F:14])([F:13])[F:12])[CH:8]=[CH:7][C:4]=1[CH:5]=O.[CH2:17]([O:19][C:20](=[O:41])[CH:21]=P(C1C=CC=CC=1)(C1C=CC=CC=1)C1C=CC=CC=1)[CH3:18]. Product: [CH2:17]([O:19][C:20](=[O:41])/[CH:21]=[CH:5]/[C:4]1[CH:7]=[CH:8][C:9]([C:11]([F:14])([F:13])[F:12])=[CH:10][C:3]=1[C:2]([F:16])([F:15])[F:1])[CH3:18]. (5) Reactant: [Si:1]([O:8][C:9]1[CH:10]=[C:11]([CH:18]=[CH:19][C:20]=1[O:21][Si:22]([C:25]([CH3:28])([CH3:27])[CH3:26])([CH3:24])[CH3:23])[CH2:12][C@@H:13]([C:15]([OH:17])=[O:16])[NH2:14])([C:4]([CH3:7])([CH3:6])[CH3:5])([CH3:3])[CH3:2].O.C([O-])(O)=O.[Na+].[C:35](O[C:35]([O:37][C:38]([CH3:41])([CH3:40])[CH3:39])=[O:36])([O:37][C:38]([CH3:41])([CH3:40])[CH3:39])=[O:36]. Product: [Si:1]([O:8][C:9]1[CH:10]=[C:11]([CH:18]=[CH:19][C:20]=1[O:21][Si:22]([C:25]([CH3:28])([CH3:27])[CH3:26])([CH3:23])[CH3:24])[CH2:12][C@@H:13]([C:15]([OH:17])=[O:16])[NH:14][C:35]([O:37][C:38]([CH3:41])([CH3:40])[CH3:39])=[O:36])([C:4]([CH3:5])([CH3:7])[CH3:6])([CH3:3])[CH3:2]. The catalyst class is: 7.